This data is from NCI-60 drug combinations with 297,098 pairs across 59 cell lines. The task is: Regression. Given two drug SMILES strings and cell line genomic features, predict the synergy score measuring deviation from expected non-interaction effect. Drug 1: CC1=C2C(C(=O)C3(C(CC4C(C3C(C(C2(C)C)(CC1OC(=O)C(C(C5=CC=CC=C5)NC(=O)OC(C)(C)C)O)O)OC(=O)C6=CC=CC=C6)(CO4)OC(=O)C)OC)C)OC. Drug 2: CCN(CC)CCNC(=O)C1=C(NC(=C1C)C=C2C3=C(C=CC(=C3)F)NC2=O)C. Cell line: SK-MEL-2. Synergy scores: CSS=27.0, Synergy_ZIP=3.01, Synergy_Bliss=-1.29, Synergy_Loewe=-34.8, Synergy_HSA=-3.97.